This data is from NCI-60 drug combinations with 297,098 pairs across 59 cell lines. The task is: Regression. Given two drug SMILES strings and cell line genomic features, predict the synergy score measuring deviation from expected non-interaction effect. (1) Drug 1: C1C(C(OC1N2C=C(C(=O)NC2=O)F)CO)O. Drug 2: C1=NC2=C(N=C(N=C2N1C3C(C(C(O3)CO)O)O)F)N. Cell line: OVCAR-5. Synergy scores: CSS=18.9, Synergy_ZIP=-5.64, Synergy_Bliss=-2.30, Synergy_Loewe=-15.0, Synergy_HSA=-0.632. (2) Drug 2: C1CN(CCN1C(=O)CCBr)C(=O)CCBr. Cell line: OVCAR3. Drug 1: CCCS(=O)(=O)NC1=C(C(=C(C=C1)F)C(=O)C2=CNC3=C2C=C(C=N3)C4=CC=C(C=C4)Cl)F. Synergy scores: CSS=5.93, Synergy_ZIP=-2.94, Synergy_Bliss=-2.09, Synergy_Loewe=-5.43, Synergy_HSA=-5.33.